From a dataset of Reaction yield outcomes from USPTO patents with 853,638 reactions. Predict the reaction yield, written as a fraction of the theoretical maximum amount of product (1.0 means a 100% yield; for example, 0.34 means a 34% yield). The reactants are [NH2:1][C:2]1[CH:3]=[C:4]([N:8]2[CH2:13][CH2:12][N:11]([CH2:14][CH2:15][C:16]3[N:17]([CH2:22][CH:23]4[CH2:28][CH2:27][CH2:26][CH2:25][CH2:24]4)[C:18](=[O:21])[NH:19][N:20]=3)[CH2:10][CH2:9]2)[CH:5]=[CH:6][CH:7]=1.[C:29](Cl)(=[O:31])[CH3:30]. The catalyst is N1C=CC=CC=1. The product is [CH:23]1([CH2:22][N:17]2[C:18](=[O:21])[NH:19][N:20]=[C:16]2[CH2:15][CH2:14][N:11]2[CH2:10][CH2:9][N:8]([C:4]3[CH:3]=[C:2]([NH:1][C:29](=[O:31])[CH3:30])[CH:7]=[CH:6][CH:5]=3)[CH2:13][CH2:12]2)[CH2:28][CH2:27][CH2:26][CH2:25][CH2:24]1. The yield is 0.100.